Dataset: CYP2C19 inhibition data for predicting drug metabolism from PubChem BioAssay. Task: Regression/Classification. Given a drug SMILES string, predict its absorption, distribution, metabolism, or excretion properties. Task type varies by dataset: regression for continuous measurements (e.g., permeability, clearance, half-life) or binary classification for categorical outcomes (e.g., BBB penetration, CYP inhibition). Dataset: cyp2c19_veith. (1) The drug is O=C(O)c1ccc(NCc2nc3cc4ccccc4cc3[nH]2)cc1. The result is 0 (non-inhibitor). (2) The molecule is CN1CCc2cccc3c2[C@@H]1Cc1ccc(O)c(O)c1-3. The result is 0 (non-inhibitor). (3) The compound is O=C(CCC(=O)c1cccs1)OCC(=O)N1CCN(C(=O)c2ccco2)CC1. The result is 0 (non-inhibitor). (4) The result is 1 (inhibitor). The drug is CC1(C)OC(=O)C(=CNCC(O)c2ccccc2)C(=O)O1. (5) The molecule is Cc1nn(-c2nc3ccccc3[nH]2)c(N)c1-c1ccc(Cl)cc1. The result is 1 (inhibitor). (6) The compound is CC1(C)CCC(=O)N[C@H]1CC(=O)C[C@H]1NC(=O)CCC1(C)C. The result is 0 (non-inhibitor). (7) The drug is C=C[C@@]12CN(C)[C@@H]3[C@@H]4CO[C@H](C[C@@H]41)[C@]1(C(=O)Nc4ccccc41)[C@H]32. The result is 0 (non-inhibitor). (8) The result is 0 (non-inhibitor). The drug is Cc1onc(-c2c(F)cccc2Cl)c1C(=O)N[C@H]1C(=O)N2[C@H]1SC(C)(C)[C@H]2C(=O)[O-].[Na+]. (9) The compound is Cl.N=c1sccn1CC(=O)Nc1cccc(Oc2ccccc2)c1. The result is 1 (inhibitor). (10) The compound is C#CC[N+](CC)(CC)CC#Cc1cccc(Cl)c1.[Br-]. The result is 0 (non-inhibitor).